Binary Classification. Given a drug SMILES string, predict its activity (active/inactive) in a high-throughput screening assay against a specified biological target. From a dataset of Cav3 T-type calcium channel HTS with 100,875 compounds. (1) The drug is Clc1ccc(CC(=O)N2CCN=C2SC)cc1. The result is 0 (inactive). (2) The compound is Fc1ccc(CNC(=O)C2C(CCCC2)C(O)=O)cc1. The result is 0 (inactive).